This data is from Catalyst prediction with 721,799 reactions and 888 catalyst types from USPTO. The task is: Predict which catalyst facilitates the given reaction. Reactant: [CH2:1]([N:8]1[CH2:12][CH2:11][N:10]([C@@H:13]([C:55]([CH3:58])([CH3:57])[CH3:56])[C:14]([NH:16][C@@H:17]([CH2:48][C:49]2[CH:54]=[CH:53][CH:52]=[CH:51][CH:50]=2)[C@@H:18]([OH:47])[CH2:19][C@@H:20]([NH:34][C:35]([C@@H:37]([NH:42][C:43](=[O:46])[O:44][CH3:45])[C:38]([CH3:41])([CH3:40])[CH3:39])=[O:36])[CH2:21][C:22]2[CH:27]=[CH:26][C:25]([C:28]3[CH:33]=[CH:32][CH:31]=[CH:30][N:29]=3)=[CH:24][CH:23]=2)=[O:15])[C:9]1=[O:59])[C:2]1[CH:7]=[CH:6][CH:5]=[CH:4][CH:3]=1.[C:60]([O:64][C:65]([NH:67][C@H:68]([C:70](O)=[O:71])[CH3:69])=[O:66])([CH3:63])([CH3:62])[CH3:61].Cl.CN(C)CCCN=C=NCC. Product: [C:60]([O:64][C:65]([NH:67][C@H:68]([C:70]([O:47][C@H:18]([C@@H:17]([NH:16][C:14](=[O:15])[C@@H:13]([N:10]1[CH2:11][CH2:12][N:8]([CH2:1][C:2]2[CH:3]=[CH:4][CH:5]=[CH:6][CH:7]=2)[C:9]1=[O:59])[C:55]([CH3:58])([CH3:57])[CH3:56])[CH2:48][C:49]1[CH:54]=[CH:53][CH:52]=[CH:51][CH:50]=1)[CH2:19][C@@H:20]([NH:34][C:35](=[O:36])[C@H:37]([C:38]([CH3:41])([CH3:40])[CH3:39])[NH:42][C:43]([O:44][CH3:45])=[O:46])[CH2:21][C:22]1[CH:27]=[CH:26][C:25]([C:28]2[CH:33]=[CH:32][CH:31]=[CH:30][N:29]=2)=[CH:24][CH:23]=1)=[O:71])[CH3:69])=[O:66])([CH3:62])([CH3:63])[CH3:61]. The catalyst class is: 468.